This data is from Full USPTO retrosynthesis dataset with 1.9M reactions from patents (1976-2016). The task is: Predict the reactants needed to synthesize the given product. (1) Given the product [CH:14]1([N:18]2[CH2:23][CH2:22][CH:21]([O:24][C:25]3[CH:32]=[CH:31][C:28]([C:29]4[N:13]([CH3:12])[C:4](=[O:6])[C:3]5[C:2](=[C:10]([F:11])[CH:9]=[CH:8][CH:7]=5)[N:1]=4)=[CH:27][CH:26]=3)[CH2:20][CH2:19]2)[CH2:17][CH2:16][CH2:15]1, predict the reactants needed to synthesize it. The reactants are: [NH2:1][C:2]1[C:10]([F:11])=[CH:9][CH:8]=[CH:7][C:3]=1[C:4]([OH:6])=O.[CH3:12][NH2:13].[CH:14]1([N:18]2[CH2:23][CH2:22][CH:21]([O:24][C:25]3[CH:32]=[CH:31][C:28]([CH:29]=O)=[C:27](OC)[CH:26]=3)[CH2:20][CH2:19]2)[CH2:17][CH2:16][CH2:15]1. (2) The reactants are: [NH2:1][C:2]1[C:3]([CH3:38])=[C:4]([CH:35]=[CH:36][CH:37]=1)[O:5][C:6]1[C:7]([C:23]([NH:25][CH2:26][C:27]2[CH:32]=[CH:31][C:30]([O:33][CH3:34])=[CH:29][CH:28]=2)=[O:24])=[C:8]([NH:14][C:15]2[CH:20]=[CH:19][C:18]([I:21])=[CH:17][C:16]=2[F:22])[N:9]([CH3:13])[C:10](=[O:12])[CH:11]=1.[CH:39]1([C:42](Cl)=[O:43])[CH2:41][CH2:40]1. Given the product [CH:39]1([C:42]([NH:1][C:2]2[C:3]([CH3:38])=[C:4]([CH:35]=[CH:36][CH:37]=2)[O:5][C:6]2[C:7]([C:23]([NH:25][CH2:26][C:27]3[CH:28]=[CH:29][C:30]([O:33][CH3:34])=[CH:31][CH:32]=3)=[O:24])=[C:8]([NH:14][C:15]3[CH:20]=[CH:19][C:18]([I:21])=[CH:17][C:16]=3[F:22])[N:9]([CH3:13])[C:10](=[O:12])[CH:11]=2)=[O:43])[CH2:41][CH2:40]1, predict the reactants needed to synthesize it. (3) Given the product [OH:7][C:2]([CH3:6])([CH3:1])[CH2:3][CH2:4][O:5][C:15]1[CH:16]=[CH:17][CH:18]=[C:11]([N+:8]([O-:10])=[O:9])[C:12]=1[C:13]#[N:14], predict the reactants needed to synthesize it. The reactants are: [CH3:1][C:2]([OH:7])([CH3:6])[CH2:3][CH2:4][OH:5].[N+:8]([C:11]1[CH:18]=[CH:17][CH:16]=[C:15]([N+]([O-])=O)[C:12]=1[C:13]#[N:14])([O-:10])=[O:9]. (4) The reactants are: [O:1]1[C:5]2([CH2:10][CH2:9][CH:8]([OH:11])[CH2:7][CH2:6]2)[O:4][CH2:3][CH2:2]1.[CH3:12][S:13](Cl)(=[O:15])=[O:14].C(N(CC)CC)C. Given the product [O:1]1[C:5]2([CH2:10][CH2:9][CH:8]([O:11][S:13]([CH3:12])(=[O:15])=[O:14])[CH2:7][CH2:6]2)[O:4][CH2:3][CH2:2]1, predict the reactants needed to synthesize it. (5) Given the product [F:1][C:2]1[CH:9]=[CH:8][C:7]([C:31]#[C:30][C:32]2([OH:52])[CH2:33][CH2:34][N:35]([C:38](=[O:51])[CH2:39][C:40]3[CH:45]=[CH:44][C:43]([N:46]4[CH:50]=[N:49][N:48]=[N:47]4)=[CH:42][CH:41]=3)[CH2:36][CH2:37]2)=[CH:6][C:3]=1[C:4]#[N:5], predict the reactants needed to synthesize it. The reactants are: [F:1][C:2]1[CH:9]=[CH:8][C:7](I)=[CH:6][C:3]=1[C:4]#[N:5].C1(P(C2C=CC=CC=2)C2C=CC=CC=2)C=CC=CC=1.[C:30]([C:32]1([OH:52])[CH2:37][CH2:36][N:35]([C:38](=[O:51])[CH2:39][C:40]2[CH:45]=[CH:44][C:43]([N:46]3[CH:50]=[N:49][N:48]=[N:47]3)=[CH:42][CH:41]=2)[CH2:34][CH2:33]1)#[CH:31].[F-].C([N+](CCCC)(CCCC)CCCC)CCC. (6) Given the product [CH2:1]([O:8][C@@H:9]1[C@@H:10]([CH2:24][O:25][CH2:26][C:27]2[CH:28]=[CH:29][CH:30]=[CH:31][CH:32]=2)[O:11][C@H:12]([O:22][CH3:23])[C@@H:13]1[OH:14])[C:2]1[CH:7]=[CH:6][CH:5]=[CH:4][CH:3]=1, predict the reactants needed to synthesize it. The reactants are: [CH2:1]([O:8][C@H:9]1[C@@H:13]([O:14]CC2C=CC=CC=2)[C@@H:12]([O:22][CH3:23])[O:11][C@@H:10]1[CH2:24][O:25][CH2:26][C:27]1[CH:32]=[CH:31][CH:30]=[CH:29][CH:28]=1)[C:2]1[CH:7]=[CH:6][CH:5]=[CH:4][CH:3]=1.Cl[Sn](Cl)(Cl)Cl.